From a dataset of Full USPTO retrosynthesis dataset with 1.9M reactions from patents (1976-2016). Predict the reactants needed to synthesize the given product. (1) Given the product [NH2:3][C:2]1[CH:11]=[CH:4][C:5]([Br:10])=[CH:6][C:7]=1[CH:8]([CH:18]1[CH2:17][CH2:25][CH2:21][CH2:22]1)[OH:9], predict the reactants needed to synthesize it. The reactants are: N[C:2]1[C:7]([CH:8]=[O:9])=[CH:6][C:5]([Br:10])=[CH:4][N:3]=1.[CH3:11][Mg]Br.C(O[CH2:17][CH3:18])C.[Cl-].[NH4+].[CH2:21]1[CH2:25]OC[CH2:22]1. (2) Given the product [CH3:1][O:2][C:3]([C:5]1[C:6]2[CH2:7][C:8]([CH3:24])([CH3:23])[CH:9]([C:16]3[CH:21]=[CH:20][CH:19]=[C:18]([Br:22])[CH:17]=3)[NH:10][C:11]=2[CH:12]=[C:13]([Cl:15])[CH:14]=1)=[O:4], predict the reactants needed to synthesize it. The reactants are: [CH3:1][O:2][C:3]([C:5]1[C:6]2[CH:7](O)[C:8]([CH3:24])([CH3:23])[CH:9]([C:16]3[CH:21]=[CH:20][CH:19]=[C:18]([Br:22])[CH:17]=3)[NH:10][C:11]=2[CH:12]=[C:13]([Cl:15])[CH:14]=1)=[O:4].C([SiH](CC)CC)C. (3) Given the product [CH3:13][C:14]1[C:18]2[CH:19]=[C:20]([CH3:23])[CH:21]=[CH:22][C:17]=2[S:16][C:15]=1[S:24]([NH:12][C:8]1[CH:9]=[CH:10][CH:11]=[C:6]([C:5]2[NH:1][N:2]=[N:3][N:4]=2)[CH:7]=1)(=[O:25])=[O:26], predict the reactants needed to synthesize it. The reactants are: [NH:1]1[C:5]([C:6]2[CH:7]=[C:8]([NH2:12])[CH:9]=[CH:10][CH:11]=2)=[N:4][N:3]=[N:2]1.[CH3:13][C:14]1[C:18]2[CH:19]=[C:20]([CH3:23])[CH:21]=[CH:22][C:17]=2[S:16][C:15]=1[S:24](Cl)(=[O:26])=[O:25].